This data is from Full USPTO retrosynthesis dataset with 1.9M reactions from patents (1976-2016). The task is: Predict the reactants needed to synthesize the given product. (1) Given the product [O:16]=[C:11]1[CH2:12][C@H:13]2[NH:8][C@H:9]([CH2:15][CH2:14]2)[CH:10]1[C:17]([O:19][CH3:20])=[O:18], predict the reactants needed to synthesize it. The reactants are: C([N:8]1[C@H:13]2[CH2:14][CH2:15][C@@H:9]1[CH:10]([C:17]([O:19][CH3:20])=[O:18])[C:11](=[O:16])[CH2:12]2)C1C=CC=CC=1. (2) The reactants are: [C:1]([O:5][C:6]([N:8]1[CH2:13][CH2:12][CH:11]([O:14][C:15]2[CH:23]=[C:22]([CH3:24])[CH:21]=[CH:20][C:16]=2[C:17](O)=[S:18])[CH2:10][CH2:9]1)=[O:7])([CH3:4])([CH3:3])[CH3:2].[NH2:25][C:26]1[C:27]([C:33]([NH:35][C:36]2[CH:41]=[CH:40][C:39]([Cl:42])=[CH:38][N:37]=2)=[O:34])=[N:28][C:29]([CH3:32])=[CH:30][CH:31]=1. Given the product [C:1]([O:5][C:6]([N:8]1[CH2:9][CH2:10][CH:11]([O:14][C:15]2[CH:23]=[C:22]([CH3:24])[CH:21]=[CH:20][C:16]=2[C:17]([NH:25][C:26]2[C:27]([C:33]([NH:35][C:36]3[CH:41]=[CH:40][C:39]([Cl:42])=[CH:38][N:37]=3)=[O:34])=[N:28][C:29]([CH3:32])=[CH:30][CH:31]=2)=[S:18])[CH2:12][CH2:13]1)=[O:7])([CH3:3])([CH3:4])[CH3:2], predict the reactants needed to synthesize it. (3) Given the product [CH2:24]([O:8][CH:7]([O:17][CH2:13][CH2:14][CH2:15][CH3:16])[C:6]1[CH:9]=[C:2]([F:1])[CH:3]=[CH:4][C:5]=1[N+:10]([O-:12])=[O:11])[CH2:19][CH2:20][CH3:21], predict the reactants needed to synthesize it. The reactants are: [F:1][C:2]1[CH:3]=[CH:4][C:5]([N+:10]([O-:12])=[O:11])=[C:6]([CH:9]=1)[CH:7]=[O:8].[CH2:13]([OH:17])[CH2:14][CH2:15][CH3:16].O.[C:19]1(C)[CH:24]=CC(S(O)(=O)=O)=[CH:21][CH:20]=1. (4) The reactants are: [CH:1]1([CH2:4][O:5][C:6]2[CH:14]=[CH:13][C:9]3[O:10][CH2:11][O:12][C:8]=3[C:7]=2[C:15]2[CH:20]=[CH:19][N:18]=[C:17]3[C:21]([C:33]([OH:35])=O)=[C:22]([CH3:32])[N:23]([CH2:24][O:25][CH2:26][CH2:27][Si:28]([CH3:31])([CH3:30])[CH3:29])[C:16]=23)[CH2:3][CH2:2]1.[NH2:36][C@@H:37]1[CH2:42][CH2:41][C@H:40]([NH:43][C:44](=[O:50])[O:45][C:46]([CH3:49])([CH3:48])[CH3:47])[CH2:39][CH2:38]1. Given the product [CH:1]1([CH2:4][O:5][C:6]2[CH:14]=[CH:13][C:9]3[O:10][CH2:11][O:12][C:8]=3[C:7]=2[C:15]2[CH:20]=[CH:19][N:18]=[C:17]3[C:21]([C:33]([NH:36][C@@H:37]4[CH2:42][CH2:41][C@H:40]([NH:43][C:44](=[O:50])[O:45][C:46]([CH3:48])([CH3:47])[CH3:49])[CH2:39][CH2:38]4)=[O:35])=[C:22]([CH3:32])[N:23]([CH2:24][O:25][CH2:26][CH2:27][Si:28]([CH3:29])([CH3:30])[CH3:31])[C:16]=23)[CH2:3][CH2:2]1, predict the reactants needed to synthesize it. (5) Given the product [NH:22]([C:20]([C@H:19]([NH:18][C:16]([N:13]1[C:14](=[O:15])[CH:8]([CH2:7][C:6]2[CH:34]=[C:2]([Cl:1])[CH:3]=[CH:4][C:5]=2[O:35][CH3:36])[CH2:9][NH:10][C:11](=[O:33])[CH2:12]1)=[O:17])[CH2:31][CH3:32])=[O:21])[C:23]1[CH:50]=[CH:49][CH:48]=[CH:53][CH:24]=1, predict the reactants needed to synthesize it. The reactants are: [Cl:1][C:2]1[CH:3]=[CH:4][C:5]([O:35][CH3:36])=[C:6]([CH:34]=1)[CH2:7][CH:8]1[C:14](=[O:15])[N:13]([C:16]([NH:18][CH:19]([CH2:31][CH3:32])[C:20]([NH:22][CH2:23][C:24](OC(C)(C)C)=O)=[O:21])=[O:17])[CH2:12][C:11](=[O:33])[NH:10][CH2:9]1.Cl.C(OC(=O)CN)(C)(C)C.N[C:48]1[CH:53]=CC=[CH:50][CH:49]=1. (6) The reactants are: [NH:1]1[CH:5]=[CH:4][C:3]([C:6]2[CH:11]=[CH:10][CH:9]=[CH:8][N:7]=2)=[CH:2]1.Br[C:13]1[CH:14]=[CH:15][C:16]([C:21]2[CH:26]=[CH:25][CH:24]=[CH:23][N:22]=2)=[C:17]([CH:20]=1)[C:18]#[N:19].CC(C)([O-])C.[Na+].N[C@@H]1CCCC[C@H]1N. Given the product [N:22]1[CH:23]=[CH:24][CH:25]=[CH:26][C:21]=1[C:16]1[CH:15]=[CH:14][C:13]([N:1]2[CH:5]=[CH:4][C:3]([C:6]3[CH:11]=[CH:10][CH:9]=[CH:8][N:7]=3)=[CH:2]2)=[CH:20][C:17]=1[C:18]#[N:19], predict the reactants needed to synthesize it.